From a dataset of Full USPTO retrosynthesis dataset with 1.9M reactions from patents (1976-2016). Predict the reactants needed to synthesize the given product. (1) Given the product [Cl:8][C:4]1[CH:5]=[CH:6][CH:7]=[C:2]([Cl:1])[C:3]=1[NH:9][C:10]1[N:11]([CH3:28])[C:12]2[C:21]3[C:20](=[O:22])[NH:19][C:18]([CH3:23])=[C:17]([CH3:24])[C:16]=3[CH:15]=[C:14]([CH2:25][NH:32][CH2:31][CH2:29][OH:30])[C:13]=2[N:27]=1, predict the reactants needed to synthesize it. The reactants are: [Cl:1][C:2]1[CH:7]=[CH:6][CH:5]=[C:4]([Cl:8])[C:3]=1[NH:9][C:10]1[N:11]([CH3:28])[C:12]2[C:13]([N:27]=1)=[C:14]([CH:25]=O)[CH:15]=[C:16]1[C:21]=2[C:20](=[O:22])[NH:19][C:18]([CH3:23])=[C:17]1[CH3:24].[CH2:29]([CH2:31][NH2:32])[OH:30].[BH3-]C#N.[Na+]. (2) Given the product [C:1]([O:5][C:6](=[O:34])[NH:7][C:8]1[CH:13]=[CH:12][CH:11]=[CH:10][C:9]=1[NH:14][C:15](=[O:33])/[CH:16]=[CH:17]/[C:18]1[CH:22]=[CH:21][N:20]([S:23]([C:26]2[CH:31]=[CH:30][C:29]([C:39]3[CH:38]=[N:37][N:36]([CH3:35])[CH:40]=3)=[CH:28][CH:27]=2)(=[O:25])=[O:24])[CH:19]=1)([CH3:4])([CH3:3])[CH3:2], predict the reactants needed to synthesize it. The reactants are: [C:1]([O:5][C:6](=[O:34])[NH:7][C:8]1[CH:13]=[CH:12][CH:11]=[CH:10][C:9]=1[NH:14][C:15](=[O:33])/[CH:16]=[CH:17]/[C:18]1[CH:22]=[CH:21][N:20]([S:23]([C:26]2[CH:31]=[CH:30][C:29](Br)=[CH:28][CH:27]=2)(=[O:25])=[O:24])[CH:19]=1)([CH3:4])([CH3:3])[CH3:2].[CH3:35][N:36]1[CH:40]=[C:39](B2OC(C)(C)C(C)(C)O2)[CH:38]=[N:37]1.C([O-])([O-])=O.[Na+].[Na+].